Dataset: Peptide-MHC class I binding affinity with 185,985 pairs from IEDB/IMGT. Task: Regression. Given a peptide amino acid sequence and an MHC pseudo amino acid sequence, predict their binding affinity value. This is MHC class I binding data. (1) The peptide sequence is SQAAFGLPI. The MHC is HLA-B15:01 with pseudo-sequence HLA-B15:01. The binding affinity (normalized) is 0.872. (2) The peptide sequence is GLFPQLSAI. The MHC is HLA-A02:01 with pseudo-sequence HLA-A02:01. The binding affinity (normalized) is 0.849. (3) The peptide sequence is VYDPLQPEL. The MHC is HLA-A29:02 with pseudo-sequence HLA-A29:02. The binding affinity (normalized) is 0.803.